Predict the product of the given reaction. From a dataset of Forward reaction prediction with 1.9M reactions from USPTO patents (1976-2016). (1) Given the reactants NCCCN1CCN(CCCNC2NC3C=CC=CC=3N=2)CC1.C([N:28]([CH2:56][CH:57]([CH3:59])[CH3:58])[CH2:29][CH2:30][CH2:31][N:32]1[CH2:37][CH2:36][N:35]([CH2:38][CH2:39][CH2:40][NH:41][C:42]([NH:44][C:45]2[CH:50]=[CH:49][C:48](OC)=[CH:47][C:46]=2[N+:53]([O-])=O)=S)[CH2:34][CH2:33]1)C(C)C.C(Cl)Cl.C(N(CC)CC)C.[BH4-].[Na+], predict the reaction product. The product is: [NH:44]1[C:45]2[CH:50]=[CH:49][CH:48]=[CH:47][C:46]=2[N:53]=[C:42]1[NH:41][CH2:40][CH2:39][CH2:38][N:35]1[CH2:36][CH2:37][N:32]([CH2:31][CH2:30][CH2:29][NH:28][CH2:56][CH:57]([CH3:59])[CH3:58])[CH2:33][CH2:34]1. (2) Given the reactants Cl[C:2]1[N:21]=[C:5]2[C:6]([NH:10][C:11]3[CH:16]=[CH:15][CH:14]=[C:13]([S:17]([CH3:20])(=[O:19])=[O:18])[CH:12]=3)=[CH:7][CH:8]=[CH:9][N:4]2[N:3]=1.[CH3:22][N:23]1[CH2:28][CH2:27][N:26]([C:29]2[CH:34]=[CH:33][C:32]([NH2:35])=[CH:31][CH:30]=2)[CH2:25][CH2:24]1.C1(P(C2CCCCC2)C2C=CC=CC=2C2C=CC=CC=2P(C2CCCCC2)C2CCCCC2)CCCCC1, predict the reaction product. The product is: [CH3:20][S:17]([C:13]1[CH:12]=[C:11]([NH:10][C:6]2[C:5]3[N:4]([N:3]=[C:2]([NH:35][C:32]4[CH:31]=[CH:30][C:29]([N:26]5[CH2:25][CH2:24][N:23]([CH3:22])[CH2:28][CH2:27]5)=[CH:34][CH:33]=4)[N:21]=3)[CH:9]=[CH:8][CH:7]=2)[CH:16]=[CH:15][CH:14]=1)(=[O:19])=[O:18]. (3) Given the reactants [CH2:1]([NH:8][C:9](=O)[CH2:10][C:11]1[N:12]([C@@H:17]2[CH2:26][C:25]3[C:20](=[C:21]([F:28])[CH:22]=[C:23]([F:27])[CH:24]=3)[O:19][CH2:18]2)[C:13](=[S:16])[NH:14][CH:15]=1)[C:2]1[CH:7]=[CH:6][CH:5]=[CH:4][CH:3]=1.[BH4-].[Na+].O1CCCC1.B(F)(F)F.Cl.[OH-].[Na+], predict the reaction product. The product is: [CH2:1]([NH:8][CH2:9][CH2:10][C:11]1[N:12]([C@@H:17]2[CH2:26][C:25]3[C:20](=[C:21]([F:28])[CH:22]=[C:23]([F:27])[CH:24]=3)[O:19][CH2:18]2)[C:13](=[S:16])[NH:14][CH:15]=1)[C:2]1[CH:7]=[CH:6][CH:5]=[CH:4][CH:3]=1. (4) Given the reactants I[C:2]1[CH:7]=[CH:6][C:5]([N+:8]([O-:10])=[O:9])=[CH:4][C:3]=1[C:11]([F:14])([F:13])[F:12].[CH:15]1(B(O)O)[CH2:18][CH2:17][CH2:16]1.C(=O)([O-])[O-].[Cs+].[Cs+].C1(C)C=CC=CC=1, predict the reaction product. The product is: [CH:15]1([C:2]2[CH:7]=[CH:6][C:5]([N+:8]([O-:10])=[O:9])=[CH:4][C:3]=2[C:11]([F:14])([F:13])[F:12])[CH2:18][CH2:17][CH2:16]1. (5) The product is: [NH2:17][C:5]1[CH:6]=[C:7]([NH:8][CH2:9][C:10]2[CH:15]=[CH:14][C:13]([F:16])=[CH:12][CH:11]=2)[C:2]([F:1])=[CH:3][C:4]=1[NH:18][C:33](=[O:34])[O:35][CH2:36][CH3:37]. Given the reactants [F:1][C:2]1[C:7]([NH:8][CH2:9][C:10]2[CH:15]=[CH:14][C:13]([F:16])=[CH:12][CH:11]=2)=[CH:6][C:5]([NH2:17])=[C:4]([N+:18]([O-])=O)[CH:3]=1.[Cl-].[NH4+].CCN(C(C)C)C(C)C.Cl[C:33]([O:35][CH2:36][CH3:37])=[O:34], predict the reaction product. (6) Given the reactants [C:1]([N:4]1[CH2:9][CH2:8][C:7]([CH2:14][N:15]2[CH:20]=[CH:19][N:18](C(OCC3C=CC=CC=3)=O)[CH2:17][C:16]2=[O:31])([C:10]([O:12][CH3:13])=[O:11])[CH2:6][CH2:5]1)(=[O:3])[CH3:2], predict the reaction product. The product is: [C:1]([N:4]1[CH2:5][CH2:6][C:7]([CH2:14][N:15]2[CH2:20][CH2:19][NH:18][CH2:17][C:16]2=[O:31])([C:10]([O:12][CH3:13])=[O:11])[CH2:8][CH2:9]1)(=[O:3])[CH3:2]. (7) Given the reactants Cl.[F:2][C:3]1[CH:11]=[C:10]2[C:6]([C:7]([C:21]3[CH:29]=[C:28]4[C:24]([CH:25]=[N:26][N:27]4[CH2:30][CH:31]4[CH2:36][CH2:35][NH:34][CH2:33][CH2:32]4)=[CH:23][CH:22]=3)=[CH:8][N:9]2[S:12]([C:15]2[CH:20]=[CH:19][CH:18]=[CH:17][CH:16]=2)(=[O:14])=[O:13])=[CH:5][CH:4]=1.Cl.FC1C=C2C(C(C3C=CC4C(C=3)=NN(CC3CCNCC3)C=4)=CN2S(C2C=CC=CC=2)(=O)=O)=CC=1.CCN(CC)CC.[C:80](Cl)(=[O:82])[CH3:81], predict the reaction product. The product is: [F:2][C:3]1[CH:11]=[C:10]2[C:6]([C:7]([C:21]3[CH:29]=[C:28]4[C:24]([CH:25]=[N:26][N:27]4[CH2:30][CH:31]4[CH2:36][CH2:35][N:34]([C:80](=[O:82])[CH3:81])[CH2:33][CH2:32]4)=[CH:23][CH:22]=3)=[CH:8][N:9]2[S:12]([C:15]2[CH:16]=[CH:17][CH:18]=[CH:19][CH:20]=2)(=[O:13])=[O:14])=[CH:5][CH:4]=1. (8) Given the reactants [C:1]([O:5][C:6]([C@@H:8]1[C@H:12]2[CH2:13][CH2:14][CH2:15][C@H:11]2[CH2:10][NH:9]1)=[O:7])([CH3:4])([CH3:3])[CH3:2].[C:16]([OH:21])(=[O:20])[C:17]([OH:19])=[O:18].C([O-])(=O)C([O-])=O, predict the reaction product. The product is: [C:16]([OH:21])(=[O:20])[C:17]([OH:19])=[O:18].[C:1]([O:5][C:6]([C@@H:8]1[C@H:12]2[CH2:13][CH2:14][CH2:15][C@H:11]2[CH2:10][NH:9]1)=[O:7])([CH3:4])([CH3:2])[CH3:3]. (9) Given the reactants [OH-].[Na+].Cl.[N+:4]([C:7]1[CH:8]=[C:9]([NH:13][NH2:14])[CH:10]=[CH:11][CH:12]=1)([O-:6])=[O:5].C(O)(=O)C.[CH:19](=O)[CH2:20][CH3:21], predict the reaction product. The product is: [N+:4]([C:7]1[CH:8]=[C:9]([NH:13]/[N:14]=[CH:19]/[CH2:20][CH3:21])[CH:10]=[CH:11][CH:12]=1)([O-:6])=[O:5].